From a dataset of Full USPTO retrosynthesis dataset with 1.9M reactions from patents (1976-2016). Predict the reactants needed to synthesize the given product. Given the product [CH:1]1[C:9]2[C:8]3[CH:10]=[CH:11][CH:12]=[CH:13][C:7]=3[S:6][C:5]=2[C:4]([OH:17])=[CH:3][CH:2]=1, predict the reactants needed to synthesize it. The reactants are: [CH:1]1[C:9]2[C:8]3[CH:10]=[CH:11][CH:12]=[CH:13][C:7]=3[S:6][C:5]=2[C:4](B(O)O)=[CH:3][CH:2]=1.[OH:17]O.